This data is from NCI-60 drug combinations with 297,098 pairs across 59 cell lines. The task is: Regression. Given two drug SMILES strings and cell line genomic features, predict the synergy score measuring deviation from expected non-interaction effect. (1) Drug 1: CC1=C2C(C(=O)C3(C(CC4C(C3C(C(C2(C)C)(CC1OC(=O)C(C(C5=CC=CC=C5)NC(=O)C6=CC=CC=C6)O)O)OC(=O)C7=CC=CC=C7)(CO4)OC(=O)C)O)C)OC(=O)C. Drug 2: B(C(CC(C)C)NC(=O)C(CC1=CC=CC=C1)NC(=O)C2=NC=CN=C2)(O)O. Cell line: SF-539. Synergy scores: CSS=86.9, Synergy_ZIP=3.31, Synergy_Bliss=2.54, Synergy_Loewe=1.51, Synergy_HSA=3.81. (2) Drug 1: CNC(=O)C1=NC=CC(=C1)OC2=CC=C(C=C2)NC(=O)NC3=CC(=C(C=C3)Cl)C(F)(F)F. Drug 2: C(CN)CNCCSP(=O)(O)O. Cell line: HCT-15. Synergy scores: CSS=-3.76, Synergy_ZIP=4.51, Synergy_Bliss=8.44, Synergy_Loewe=-0.417, Synergy_HSA=-0.929. (3) Drug 1: C1=CC=C(C(=C1)C(C2=CC=C(C=C2)Cl)C(Cl)Cl)Cl. Drug 2: C1CC(=O)NC(=O)C1N2C(=O)C3=CC=CC=C3C2=O. Cell line: OVCAR-5. Synergy scores: CSS=0.516, Synergy_ZIP=1.32, Synergy_Bliss=3.47, Synergy_Loewe=1.48, Synergy_HSA=1.07. (4) Drug 1: CC1C(C(=O)NC(C(=O)N2CCCC2C(=O)N(CC(=O)N(C(C(=O)O1)C(C)C)C)C)C(C)C)NC(=O)C3=C4C(=C(C=C3)C)OC5=C(C(=O)C(=C(C5=N4)C(=O)NC6C(OC(=O)C(N(C(=O)CN(C(=O)C7CCCN7C(=O)C(NC6=O)C(C)C)C)C)C(C)C)C)N)C. Drug 2: CC1CCC2CC(C(=CC=CC=CC(CC(C(=O)C(C(C(=CC(C(=O)CC(OC(=O)C3CCCCN3C(=O)C(=O)C1(O2)O)C(C)CC4CCC(C(C4)OC)OCCO)C)C)O)OC)C)C)C)OC. Cell line: NCIH23. Synergy scores: CSS=5.96, Synergy_ZIP=2.48, Synergy_Bliss=7.43, Synergy_Loewe=3.52, Synergy_HSA=6.38. (5) Drug 1: C1=CC(=CC=C1CC(C(=O)O)N)N(CCCl)CCCl.Cl. Drug 2: C1CC(C1)(C(=O)O)C(=O)O.[NH2-].[NH2-].[Pt+2]. Cell line: SF-268. Synergy scores: CSS=31.0, Synergy_ZIP=-2.12, Synergy_Bliss=1.34, Synergy_Loewe=-9.14, Synergy_HSA=0.467. (6) Drug 1: CNC(=O)C1=CC=CC=C1SC2=CC3=C(C=C2)C(=NN3)C=CC4=CC=CC=N4. Drug 2: C1CC(=O)NC(=O)C1N2C(=O)C3=CC=CC=C3C2=O. Cell line: K-562. Synergy scores: CSS=48.1, Synergy_ZIP=0.545, Synergy_Bliss=1.34, Synergy_Loewe=-44.2, Synergy_HSA=0.794. (7) Drug 1: C1=NC2=C(N=C(N=C2N1C3C(C(C(O3)CO)O)O)F)N. Drug 2: C1=NC2=C(N=C(N=C2N1C3C(C(C(O3)CO)O)F)Cl)N. Cell line: SF-268. Synergy scores: CSS=0.829, Synergy_ZIP=-1.66, Synergy_Bliss=-2.23, Synergy_Loewe=-4.29, Synergy_HSA=-2.61. (8) Drug 1: C1=CN(C(=O)N=C1N)C2C(C(C(O2)CO)O)O.Cl. Drug 2: CC1CCCC2(C(O2)CC(NC(=O)CC(C(C(=O)C(C1O)C)(C)C)O)C(=CC3=CSC(=N3)C)C)C. Cell line: SN12C. Synergy scores: CSS=38.4, Synergy_ZIP=-6.46, Synergy_Bliss=-9.26, Synergy_Loewe=-10.7, Synergy_HSA=-7.79. (9) Drug 1: C1C(C(OC1N2C=C(C(=O)NC2=O)F)CO)O. Drug 2: CCCCC(=O)OCC(=O)C1(CC(C2=C(C1)C(=C3C(=C2O)C(=O)C4=C(C3=O)C=CC=C4OC)O)OC5CC(C(C(O5)C)O)NC(=O)C(F)(F)F)O. Cell line: SNB-19. Synergy scores: CSS=25.1, Synergy_ZIP=-6.02, Synergy_Bliss=-3.55, Synergy_Loewe=-10.9, Synergy_HSA=-1.78.